Dataset: Reaction yield outcomes from USPTO patents with 853,638 reactions. Task: Predict the reaction yield, written as a fraction of the theoretical maximum amount of product (1.0 means a 100% yield; for example, 0.34 means a 34% yield). (1) The reactants are [CH3:1][C:2]1[C:6]([C:7]2[CH:12]=[CH:11][N:10]=[C:9](S(C)(=O)=O)[N:8]=2)=[C:5]([CH3:17])[O:4][N:3]=1.[O:18]1CCOCC1. No catalyst specified. The product is [CH3:1][C:2]1[C:6]([C:7]2[CH:12]=[CH:11][NH:10][C:9](=[O:18])[N:8]=2)=[C:5]([CH3:17])[O:4][N:3]=1. The yield is 1.00. (2) The product is [CH3:14][C@@H:15]1[CH2:20][CH2:19][C@H:18]([NH:21][C:2]2[N:3]=[CH:4][C:5]3[C:10]([CH:11]=2)=[CH:9][CH:8]=[C:7]([CH:12]=[O:13])[CH:6]=3)[CH2:17][CH2:16]1. The yield is 0.510. The reactants are Cl[C:2]1[N:3]=[CH:4][C:5]2[C:10]([CH:11]=1)=[CH:9][CH:8]=[C:7]([CH:12]=[O:13])[CH:6]=2.[CH3:14][C@@H:15]1[CH2:20][CH2:19][C@H:18]([NH2:21])[CH2:17][CH2:16]1.CC(C1C=C(C(C)C)C(C2C=CC=CC=2P(C2CCCCC2)C2CCCCC2)=C(C(C)C)C=1)C.C([O-])([O-])=O.[Cs+].[Cs+]. The catalyst is CN(C=O)C.O.C1C=CC(/C=C/C(/C=C/C2C=CC=CC=2)=O)=CC=1.C1C=CC(/C=C/C(/C=C/C2C=CC=CC=2)=O)=CC=1.C1C=CC(/C=C/C(/C=C/C2C=CC=CC=2)=O)=CC=1.[Pd].[Pd]. (3) The reactants are Cl[C:2]1[C:7]([N+:8]([O-:10])=[O:9])=[CH:6][CH:5]=[CH:4][N:3]=1.[CH2:11]1[C:20]2[C:15](=[CH:16][CH:17]=[CH:18][CH:19]=2)[CH2:14][CH2:13][NH:12]1.C(=O)([O-])[O-].[Na+].[Na+].CN(C)C=O. The catalyst is C(OCC)(=O)C. The product is [N+:8]([C:7]1[C:2]([N:12]2[CH2:13][CH2:14][C:15]3[C:20](=[CH:19][CH:18]=[CH:17][CH:16]=3)[CH2:11]2)=[N:3][CH:4]=[CH:5][CH:6]=1)([O-:10])=[O:9]. The yield is 0.980. (4) The reactants are [H-].[Na+].[NH:3]1[CH:7]=[CH:6][N:5]=[CH:4]1.Br[C:9]1[CH:14]=[C:13]([CH:15]([O:18][CH3:19])[O:16][CH3:17])[CH:12]=[C:11]([Cl:20])[CH:10]=1. The catalyst is CN(C)C=O. The product is [Cl:20][C:11]1[CH:10]=[C:9]([N:3]2[CH:7]=[CH:6][N:5]=[CH:4]2)[CH:14]=[C:13]([CH:15]([O:16][CH3:17])[O:18][CH3:19])[CH:12]=1. The yield is 0.320. (5) The reactants are [Cl:1][C:2]1[CH:3]=[C:4]([CH:9]2[CH2:18][C:17]([CH3:20])([CH3:19])[C:16]3[C:11](=[CH:12][N:13]=C(C#N)[CH:15]=3)[NH:10]2)[CH:5]=[CH:6][C:7]=1[F:8].[OH-:23].[Na+].Cl.[CH2:26]([OH:28])[CH3:27]. The catalyst is O. The product is [Cl:1][C:2]1[CH:3]=[C:4]([CH:9]2[CH2:18][C:17]([CH3:20])([CH3:19])[C:16]3[C:11](=[CH:12][N:13]=[C:27]([C:26]([OH:23])=[O:28])[CH:15]=3)[NH:10]2)[CH:5]=[CH:6][C:7]=1[F:8]. The yield is 0.950. (6) The reactants are CS[C:3]([N:7]1[CH2:11][CH:10]([CH2:12][CH3:13])[CH:9]=[N:8]1)=[N:4][CH2:5][CH3:6].[C:14]1(/[CH:20]=[CH:21]/[S:22]([NH2:25])(=[O:24])=[O:23])[CH:19]=[CH:18][CH:17]=[CH:16][CH:15]=1. The catalyst is C(#N)C. The product is [CH2:5]([NH:4][C:3]([N:7]1[CH2:11][CH:10]([CH2:12][CH3:13])[CH:9]=[N:8]1)=[N:25][S:22](/[CH:21]=[CH:20]/[C:14]1[CH:19]=[CH:18][CH:17]=[CH:16][CH:15]=1)(=[O:23])=[O:24])[CH3:6]. The yield is 0.810. (7) The reactants are [CH3:1][C:2]1[CH:3]=[C:4]([OH:15])[C:5]([C:9]2[CH:14]=[CH:13][CH:12]=[CH:11][CH:10]=2)=[N:6][C:7]=1[CH3:8].Cl[C:17]1[C:26]2[C:21](=[CH:22][C:23]([O:29][CH3:30])=[C:24]([O:27][CH3:28])[CH:25]=2)[N:20]=[CH:19][CH:18]=1. The catalyst is CN(C1C=CN=CC=1)C.ClC1C=CC=CC=1Cl. The product is [CH3:1][C:2]1[CH:3]=[C:4]([O:15][C:17]2[C:26]3[C:21](=[CH:22][C:23]([O:29][CH3:30])=[C:24]([O:27][CH3:28])[CH:25]=3)[N:20]=[CH:19][CH:18]=2)[C:5]([C:9]2[CH:10]=[CH:11][CH:12]=[CH:13][CH:14]=2)=[N:6][C:7]=1[CH3:8]. The yield is 0.920. (8) The reactants are [C:1]1([S@@:7]([CH2:14][C:15]([O:17][CH2:18][CH3:19])=[O:16])(=[N:9][Si](C)(C)C)=[O:8])[CH:6]=[CH:5][CH:4]=[CH:3][CH:2]=1.[F-].[Cs+]. The catalyst is CO.O. The product is [C:1]1([S@@:7]([CH2:14][C:15]([O:17][CH2:18][CH3:19])=[O:16])(=[NH:9])=[O:8])[CH:2]=[CH:3][CH:4]=[CH:5][CH:6]=1. The yield is 0.390. (9) The reactants are [Cl:1][C:2]([Cl:28])([Cl:27])[CH2:3][O:4][C:5]([C@@H:7]1[CH2:12][CH2:11][CH2:10][N:9]([C:13]([O:15]C(C)(C)C)=O)[N:8]1C(OC(C)(C)C)=O)=[O:6].FC(F)(F)C(O)=O.[C:36]([O:40][C:41]([NH:43][C@@H:44]([CH2:48][O:49][CH2:50][C:51]1([CH3:55])[CH2:54][O:53][CH2:52]1)C(O)=O)=[O:42])([CH3:39])([CH3:38])[CH3:37].C(N(CC)C(C)C)(C)C.C[NH3+].F[P-](F)(F)(F)(F)F.N1(OC(N(C)C)=[N+](C)C)C2N=CC=CC=2N=N1.F[P-](F)(F)(F)(F)F. The catalyst is ClCCl.C(#N)C.C(OCC)(=O)C. The product is [Cl:28][C:2]([Cl:1])([Cl:27])[CH2:3][O:4][C:5]([C@@H:7]1[CH2:12][CH2:11][CH2:10][N:9]([C:13](=[O:15])[C@@H:44]([NH:43][C:41]([O:40][C:36]([CH3:39])([CH3:38])[CH3:37])=[O:42])[CH2:48][O:49][CH2:50][C:51]2([CH3:55])[CH2:54][O:53][CH2:52]2)[NH:8]1)=[O:6]. The yield is 0.590. (10) The reactants are C(O)C.CC(O)C.[Br:8][C:9]1[CH2:14][C@@H:13]([C:15]2[CH:20]=[CH:19][C:18]([Cl:21])=[CH:17][C:16]=2[Cl:22])[C@H:12]([N+:23]([O-:25])=[O:24])[CH2:11][C:10]=1[CH:26]=[O:27].[BH4-].[Na+].[NH4+].[Cl-]. The catalyst is C(OCC)(=O)C. The product is [Br:8][C:9]1[CH2:14][C@@H:13]([C:15]2[CH:20]=[CH:19][C:18]([Cl:21])=[CH:17][C:16]=2[Cl:22])[C@H:12]([N+:23]([O-:25])=[O:24])[CH2:11][C:10]=1[CH2:26][OH:27]. The yield is 0.840.